This data is from Forward reaction prediction with 1.9M reactions from USPTO patents (1976-2016). The task is: Predict the product of the given reaction. (1) Given the reactants [NH2:1][C@@H:2]([CH3:15])[C@@H:3]([C:5]1[CH:10]=[C:9]([O:11][CH3:12])[CH:8]=[CH:7][C:6]=1[O:13][CH3:14])[OH:4].[CH2:16]([O:23][C:24](=[O:42])[CH2:25][CH2:26][C@H:27]([NH:31][C:32]([O:34][CH2:35][C:36]1[CH:41]=[CH:40][CH:39]=[CH:38][CH:37]=1)=[O:33])[C:28](=[O:30])N)[C:17]1[CH:22]=[CH:21][CH:20]=[CH:19][CH:18]=1.CCN=C=NCCCN(C)C.O, predict the reaction product. The product is: [CH2:16]([O:23][C:24](=[O:42])[CH2:25][CH2:26][C@H:27]([NH:31][C:32]([O:34][CH2:35][C:36]1[CH:41]=[CH:40][CH:39]=[CH:38][CH:37]=1)=[O:33])[C:28](=[O:30])[NH:1][C@@H:2]([CH3:15])[C@@H:3]([C:5]1[CH:10]=[C:9]([O:11][CH3:12])[CH:8]=[CH:7][C:6]=1[O:13][CH3:14])[OH:4])[C:17]1[CH:22]=[CH:21][CH:20]=[CH:19][CH:18]=1. (2) Given the reactants [ClH:1].[OH:2][CH:3]([CH2:18][O:19][C:20]1[CH:25]=[CH:24][C:23](OC)=[CH:22][CH:21]=1)[CH2:4][NH:5][C:6]([CH3:17])([CH3:16])[CH2:7][C:8]1[CH:13]=[CH:12][C:11](OC)=[CH:10][CH:9]=1.OC(COC(C)C)CNC(C)(C)CC1C=CC(OC)=CC=1.Cl, predict the reaction product. The product is: [ClH:1].[OH:2][CH:3]([CH2:18][O:19][C:20]1[CH:21]=[CH:22][CH:23]=[CH:24][CH:25]=1)[CH2:4][NH:5][C:6]([CH3:17])([CH3:16])[CH2:7][C:8]1[CH:13]=[CH:12][CH:11]=[CH:10][CH:9]=1. (3) Given the reactants [NH2:1][C:2]1[S:3][CH:4]=[CH:5][N:6]=1.N1C=CC=CC=1.[Br:13][C:14]1[CH:15]=[CH:16][C:17]([S:20](Cl)(=[O:22])=[O:21])=[N:18][CH:19]=1, predict the reaction product. The product is: [Br:13][C:14]1[CH:15]=[CH:16][C:17]([S:20]([NH:1][C:2]2[S:3][CH:4]=[CH:5][N:6]=2)(=[O:22])=[O:21])=[N:18][CH:19]=1. (4) Given the reactants [CH2:1]([O:8][C:9]1[CH:10]=[C:11]([CH:28]=[C:29]([O:31][CH2:32][C:33]2[CH:38]=[CH:37][CH:36]=[CH:35][CH:34]=2)[CH:30]=1)[C:12]1[O:13][C:14]2[C:19]([C:20](=[O:22])[CH:21]=1)=[CH:18][CH:17]=[C:16]([O:23][CH2:24][CH:25]1[O:27][CH2:26]1)[CH:15]=2)[C:2]1[CH:7]=[CH:6][CH:5]=[CH:4][CH:3]=1.[CH:39]([NH2:42])([CH3:41])[CH3:40], predict the reaction product. The product is: [CH2:32]([O:31][C:29]1[CH:28]=[C:11]([CH:10]=[C:9]([O:8][CH2:1][C:2]2[CH:7]=[CH:6][CH:5]=[CH:4][CH:3]=2)[CH:30]=1)[C:12]1[O:13][C:14]2[C:19]([C:20](=[O:22])[CH:21]=1)=[CH:18][CH:17]=[C:16]([O:23][CH2:24][CH:25]([OH:27])[CH2:26][NH:42][CH:39]([CH3:41])[CH3:40])[CH:15]=2)[C:33]1[CH:38]=[CH:37][CH:36]=[CH:35][CH:34]=1. (5) Given the reactants [Cl:1][C:2]1[CH:7]=[C:6]([C:8]([F:11])([F:10])[F:9])[CH:5]=[C:4]([N:12]([CH3:14])[CH3:13])[C:3]=1[N:15]1[C:19]([NH:20][CH3:21])=[C:18]([S:22][C:23]([F:26])([F:25])[F:24])[C:17]([C:27]#[N:28])=[N:16]1.ClC[CH2:31][S:32][CH3:33].P([O-])([O-])([O-])=O.[K+].[K+].[K+].[CH3:42]CCCCCC.C(OCC)(=O)C, predict the reaction product. The product is: [Cl:1][C:2]1[CH:7]=[C:6]([C:8]([F:10])([F:9])[F:11])[CH:5]=[C:4]([N:12]([CH3:13])[CH3:14])[C:3]=1[N:15]1[C:19]([N:20]([CH3:42])[CH2:21][CH2:31][S:32][CH3:33])=[C:18]([S:22][C:23]([F:24])([F:25])[F:26])[C:17]([C:27]#[N:28])=[N:16]1. (6) Given the reactants I[C:2]1[N:3]=[CH:4][N:5]([C:7]2[N:12]=[C:11]([CH3:13])[CH:10]=[C:9]([C:14]3[CH:19]=[CH:18][C:17]([C:20]([F:23])([F:22])[F:21])=[CH:16][CH:15]=3)[N:8]=2)[CH:6]=1.[Cl-].[Li+].C([Mg]Cl)(C)C.[CH2:31]([Sn:35](Cl)([CH2:40][CH2:41][CH2:42][CH3:43])[CH2:36][CH2:37][CH2:38][CH3:39])[CH2:32][CH2:33][CH3:34].[Cl-].[NH4+], predict the reaction product. The product is: [CH3:13][C:11]1[CH:10]=[C:9]([C:14]2[CH:19]=[CH:18][C:17]([C:20]([F:23])([F:22])[F:21])=[CH:16][CH:15]=2)[N:8]=[C:7]([N:5]2[CH:6]=[C:2]([Sn:35]([CH2:36][CH2:37][CH2:38][CH3:39])([CH2:40][CH2:41][CH2:42][CH3:43])[CH2:31][CH2:32][CH2:33][CH3:34])[N:3]=[CH:4]2)[N:12]=1.